Dataset: Merck oncology drug combination screen with 23,052 pairs across 39 cell lines. Task: Regression. Given two drug SMILES strings and cell line genomic features, predict the synergy score measuring deviation from expected non-interaction effect. Drug 1: CCC1(O)C(=O)OCc2c1cc1n(c2=O)Cc2cc3c(CN(C)C)c(O)ccc3nc2-1. Drug 2: Cn1c(=O)n(-c2ccc(C(C)(C)C#N)cc2)c2c3cc(-c4cnc5ccccc5c4)ccc3ncc21. Cell line: NCIH460. Synergy scores: synergy=16.8.